From a dataset of Merck oncology drug combination screen with 23,052 pairs across 39 cell lines. Regression. Given two drug SMILES strings and cell line genomic features, predict the synergy score measuring deviation from expected non-interaction effect. (1) Drug 1: CCN(CC)CCNC(=O)c1c(C)[nH]c(C=C2C(=O)Nc3ccc(F)cc32)c1C. Drug 2: CCC1(O)C(=O)OCc2c1cc1n(c2=O)Cc2cc3c(CN(C)C)c(O)ccc3nc2-1. Cell line: EFM192B. Synergy scores: synergy=2.19. (2) Drug 1: C=CCn1c(=O)c2cnc(Nc3ccc(N4CCN(C)CC4)cc3)nc2n1-c1cccc(C(C)(C)O)n1. Drug 2: CC1(c2nc3c(C(N)=O)cccc3[nH]2)CCCN1. Cell line: UACC62. Synergy scores: synergy=7.64. (3) Cell line: COLO320DM. Drug 1: Nc1ccn(C2OC(CO)C(O)C2(F)F)c(=O)n1. Synergy scores: synergy=0.282. Drug 2: CC1(c2nc3c(C(N)=O)cccc3[nH]2)CCCN1. (4) Drug 1: O=C(NOCC(O)CO)c1ccc(F)c(F)c1Nc1ccc(I)cc1F. Drug 2: CCc1c2c(nc3ccc(O)cc13)-c1cc3c(c(=O)n1C2)COC(=O)C3(O)CC. Cell line: SKMES1. Synergy scores: synergy=-6.09. (5) Drug 1: CC(C)CC(NC(=O)C(Cc1ccccc1)NC(=O)c1cnccn1)B(O)O. Drug 2: CNC(=O)c1cc(Oc2ccc(NC(=O)Nc3ccc(Cl)c(C(F)(F)F)c3)cc2)ccn1. Cell line: ZR751. Synergy scores: synergy=-27.0. (6) Drug 1: O=S1(=O)NC2(CN1CC(F)(F)F)C1CCC2Cc2cc(C=CCN3CCC(C(F)(F)F)CC3)ccc2C1. Drug 2: COC12C(COC(N)=O)C3=C(C(=O)C(C)=C(N)C3=O)N1CC1NC12. Cell line: UWB1289. Synergy scores: synergy=-23.4. (7) Drug 1: CN(C)C(=N)N=C(N)N. Drug 2: Cn1cc(-c2cnn3c(N)c(Br)c(C4CCCNC4)nc23)cn1. Synergy scores: synergy=-2.01. Cell line: PA1.